This data is from Kinase inhibitor binding affinity data with 442 proteins and 68 drugs (Kd values). The task is: Regression. Given a target protein amino acid sequence and a drug SMILES string, predict the binding affinity score between them. We predict pKd (pKd = -log10(Kd in M); higher means stronger binding). Dataset: davis. (1) The compound is CC1CCN(C(=O)CC#N)CC1N(C)c1ncnc2[nH]ccc12. The target protein (TRKB) has sequence MSSWIRWHGPAMARLWGFCWLVVGFWRAAFACPTSCKCSASRIWCSDPSPGIVAFPRLEPNSVDPENITEIFIANQKRLEIINEDDVEAYVGLRNLTIVDSGLKFVAHKAFLKNSNLQHINFTRNKLTSLSRKHFRHLDLSELILVGNPFTCSCDIMWIKTLQEAKSSPDTQDLYCLNESSKNIPLANLQIPNCGLPSANLAAPNLTVEEGKSITLSCSVAGDPVPNMYWDVGNLVSKHMNETSHTQGSLRITNISSDDSGKQISCVAENLVGEDQDSVNLTVHFAPTITFLESPTSDHHWCIPFTVKGNPKPALQWFYNGAILNESKYICTKIHVTNHTEYHGCLQLDNPTHMNNGDYTLIAKNEYGKDEKQISAHFMGWPGIDDGANPNYPDVIYEDYGTAANDIGDTTNRSNEIPSTDVTDKTGREHLSVYAVVVIASVVGFCLLVMLFLLKLARHSKFGMKGFVLFHKIPLDG. The pKd is 5.0. (2) The small molecule is CC12OC(CC1(O)CO)n1c3ccccc3c3c4c(c5c6ccccc6n2c5c31)CNC4=O. The target protein (ERK5) has sequence MAEPLKEEDGEDGSAEPPGPVKAEPAHTAASVAAKNLALLKARSFDVTFDVGDEYEIIETIGNGAYGVVSSARRRLTGQQVAIKKIPNAFDVVTNAKRTLRELKILKHFKHDNIIAIKDILRPTVPYGEFKSVYVVLDLMESDLHQIIHSSQPLTLEHVRYFLYQLLRGLKYMHSAQVIHRDLKPSNLLVNENCELKIGDFGMARGLCTSPAEHQYFMTEYVATRWYRAPELMLSLHEYTQAIDLWSVGCIFGEMLARRQLFPGKNYVHQLQLIMMVLGTPSPAVIQAVGAERVRAYIQSLPPRQPVPWETVYPGADRQALSLLGRMLRFEPSARISAAAALRHPFLAKYHDPDDEPDCAPPFDFAFDREALTRERIKEAIVAEIEDFHARREGIRQQIRFQPSLQPVASEPGCPDVEMPSPWAPSGDCAMESPPPAPPPCPGPAPDTIDLTLQPPPPVSEPAPPKKDGAISDNTKAALKAALLKSLRSRLRDGPSAPLE.... The pKd is 6.0. (3) The drug is O=C(c1ccc(C=Cc2n[nH]c3ccccc23)cc1)N1CCNCC1. The target protein (EPHB2) has sequence MALRRLGAALLLLPLLAAVEETLMDSTTATAELGWMVHPPSGWEEVSGYDENMNTIRTYQVCNVFESSQNNWLRTKFIRRRGAHRIHVEMKFSVRDCSSIPSVPGSCKETFNLYYYEADFDSATKTFPNWMENPWVKVDTIAADESFSQVDLGGRVMKINTEVRSFGPVSRSGFYLAFQDYGGCMSLIAVRVFYRKCPRIIQNGAIFQETLSGAESTSLVAARGSCIANAEEVDVPIKLYCNGDGEWLVPIGRCMCKAGFEAVENGTVCRGCPSGTFKANQGDEACTHCPINSRTTSEGATNCVCRNGYYRADLDPLDMPCTTIPSAPQAVISSVNETSLMLEWTPPRDSGGREDLVYNIICKSCGSGRGACTRCGDNVQYAPRQLGLTEPRIYISDLLAHTQYTFEIQAVNGVTDQSPFSPQFASVNITTNQAAPSAVSIMHQVSRTVDSITLSWSQPDQPNGVILDYELQYYEKMKTQRS. The pKd is 5.0. (4) The compound is CC(C)(C)c1cnc(CSc2cnc(NC(=O)C3CCNCC3)s2)o1. The pKd is 5.0. The target protein (HPK1) has sequence MDVVDPDIFNRDPRDHYDLLQRLGGGTYGEVFKARDKVSGDLVALKMVKMEPDDDVSTLQKEILILKTCRHANIVAYHGSYLWLQKLWICMEFCGAGSLQDIYQVTGSLSELQISYVCREVLQGLAYLHSQKKIHRDIKGANILINDAGEVRLADFGISAQIGATLARRLSFIGTPYWMAPEVAAVALKGGYNELCDIWSLGITAIELAELQPPLFDVHPLRVLFLMTKSGYQPPRLKEKGKWSAAFHNFIKVTLTKSPKKRPSATKMLSHQLVSQPGLNRGLILDLLDKLKNPGKGPSIGDIEDEEPELPPAIPRRIRSTHRSSSLGIPDADCCRRHMEFRKLRGMETRPPANTARLQPPRDLRSSSPRKQLSESSDDDYDDVDIPTPAEDTPPPLPPKPKFRSPSDEGPGSMGDDGQLSPGVLVRCASGPPPNSPRPGPPPSTSSPHLTAHSEPSLWNPPSRELDKPPLLPPKKEKMKRKGCALLVKLFNGCPLRIHS.... (5) The drug is CCn1c(-c2nonc2N)nc2c(C#CC(C)(C)O)ncc(OCC3CCCNC3)c21. The target protein (CSNK1A1L) has sequence MTNNSGSKAELVVGGKYKLVRKIGSGSFGDVYLGITTTNGEDVAVKLESQKVKHPQLLYESKLYTILQGGVGIPHMHWYGQEKDNNVLVMDLLGPSLEDLFNFCSRRFTMKTVLMLADQMISRIEYVHTKNFLHRDIKPDNFLMGTGRHCNKLFLIDFGLAKKYRDNRTRQHIPYREDKHLIGTVRYASINAHLGIEQSRRDDMESLGYVFMYFNRTSLPWQGLRAMTKKQKYEKISEKKMSTPVEVLCKGFPAEFAMYLNYCRGLRFEEVPDYMYLRQLFRILFRTLNHQYDYTFDWTMLKQKAAQQAASSSGQGQQAQTQTGKQTEKNKNNVKDN. The pKd is 5.0. (6) The compound is CC1(C)CNc2cc(NC(=O)c3cccnc3NCc3ccncc3)ccc21. The target protein (TAOK2) has sequence MPAGGRAGSLKDPDVAELFFKDDPEKLFSDLREIGHGSFGAVYFARDVRNSEVVAIKKMSYSGKQSNEKWQDIIKEVRFLQKLRHPNTIQYRGCYLREHTAWLVMEYCLGSASDLLEVHKKPLQEVEIAAVTHGALQGLAYLHSHNMIHRDVKAGNILLSEPGLVKLGDFGSASIMAPANSFVGTPYWMAPEVILAMDEGQYDGKVDVWSLGITCIELAERKPPLFNMNAMSALYHIAQNESPVLQSGHWSEYFRNFVDSCLQKIPQDRPTSEVLLKHRFVLRERPPTVIMDLIQRTKDAVRELDNLQYRKMKKILFQEAPNGPGAEAPEEEEEAEPYMHRAGTLTSLESSHSVPSMSISASSQSSSVNSLADASDNEEEEEEEEEEEEEEEGPEAREMAMMQEGEHTVTSHSSIIHRLPGSDNLYDDPYQPEITPSPLQPPAAPAPTSTTSSARRRAYCRNRDHFATIRTASLVSRQIQEHEQDSALREQLSGYKRMRR.... The pKd is 5.0. (7) The target protein (LYN) has sequence VPLPPRRAALPLAPRPWRLRARRAAASSPRQAGRPRHPRPRASSPSPRVQRSRPAASPYAGPAGPPRRAPHSELKSPWSSAAPKLSPRAGNMGCIKSKGKDSLSDDGVDLKTQPVPESQLLPGQRFQTKDPEEQGDIVVALYPYDGIHPDDLSFKKGEKMKVLEEHGEWWKAKSLLTKKEGFIPSNYVAKLNTLETEEWFFKDITRKDAERQLLAPGNSAGAFLIRESETLKGSFSLSVRDFDPVHGDVIKHYKIRSLDNGGYYISPRITFPCISDMIKHYQKQADGLCRRLEKACISPKPQKPWDKDAWEIPRESIKLVKRLGAGQFGEVWMGYYNNSTKVAVKTLKPGTMSVQAFLEEANLMKTLQHDKLVRLYAVVTREEPIYIITEYMAKGSLLDFLKSDEGGKVLLPKLIDFSAQIAEGMAYIERKNYIHRDLRAANVLVSESLMCKIADFGLARVIEDNEYTAREGAKFPIKWTAPEAINFGCFTIKSDVWSFG.... The pKd is 5.0. The small molecule is Clc1ccc(Nc2nnc(Cc3ccncc3)c3ccccc23)cc1.